The task is: Predict the product of the given reaction.. This data is from Forward reaction prediction with 1.9M reactions from USPTO patents (1976-2016). (1) Given the reactants Cl[C:2]1[N:3]=[N+:4]([O-:15])[C:5]2[CH:11]=[C:10]3[CH2:12][CH2:13][O:14][C:9]3=[CH:8][C:6]=2[N:7]=1.[N:16]1([CH2:22][CH2:23][CH2:24][NH2:25])[CH2:21][CH2:20][O:19][CH2:18][CH2:17]1, predict the reaction product. The product is: [N:16]1([CH2:22][CH2:23][CH2:24][NH:25][C:2]2[N:3]=[N+:4]([O-:15])[C:5]3[CH:11]=[C:10]4[CH2:12][CH2:13][O:14][C:9]4=[CH:8][C:6]=3[N:7]=2)[CH2:21][CH2:20][O:19][CH2:18][CH2:17]1. (2) Given the reactants [C:1](=[O:22])(OC1C=CC([N+]([O-])=O)=CC=1)[O:2][CH2:3][CH2:4][N:5]1[CH2:10][CH2:9][N:8]([CH3:11])[CH2:7][CH2:6]1.CCN(C(C)C)C(C)C.[NH:32]1[C:40]2[C:35](=[CH:36][CH:37]=[CH:38][CH:39]=2)[CH2:34][CH2:33]1, predict the reaction product. The product is: [N:32]1([C:1]([O:2][CH2:3][CH2:4][N:5]2[CH2:6][CH2:7][N:8]([CH3:11])[CH2:9][CH2:10]2)=[O:22])[C:40]2[C:35](=[CH:36][CH:37]=[CH:38][CH:39]=2)[CH2:34][CH2:33]1.